Task: Regression. Given a peptide amino acid sequence and an MHC pseudo amino acid sequence, predict their binding affinity value. This is MHC class II binding data.. Dataset: Peptide-MHC class II binding affinity with 134,281 pairs from IEDB (1) The peptide sequence is SYVHVNGAKFIDTQN. The MHC is DRB1_1302 with pseudo-sequence DRB1_1302. The binding affinity (normalized) is 0.851. (2) The peptide sequence is PDEYVEQVAQYKALP. The MHC is DRB1_0405 with pseudo-sequence DRB1_0405. The binding affinity (normalized) is 0.434.